This data is from Reaction yield outcomes from USPTO patents with 853,638 reactions. The task is: Predict the reaction yield, written as a fraction of the theoretical maximum amount of product (1.0 means a 100% yield; for example, 0.34 means a 34% yield). (1) The reactants are [O:1]=[C:2]1[N:6]([CH2:7][C:8]2[CH:13]=[CH:12][CH:11]=[CH:10][CH:9]=2)[C@H:5]2[CH2:14][S:15][C:16](=[C:17]([CH2:21][CH2:22][CH3:23])[C:18]([OH:20])=[O:19])[C@H:4]2[N:3]1[CH2:24][C:25]1[CH:30]=[CH:29][CH:28]=[CH:27][CH:26]=1.[OH-].[Na+].[H][H]. The catalyst is O.[Pd]. The product is [O:1]=[C:2]1[N:6]([CH2:7][C:8]2[CH:9]=[CH:10][CH:11]=[CH:12][CH:13]=2)[C@H:5]2[CH2:14][S:15][CH:16]([CH:17]([CH2:21][CH2:22][CH3:23])[C:18]([OH:20])=[O:19])[C@H:4]2[N:3]1[CH2:24][C:25]1[CH:26]=[CH:27][CH:28]=[CH:29][CH:30]=1. The yield is 0.955. (2) The reactants are [CH:1]([C:3]1[CH:4]=[N:5][N:6]([CH3:18])[C:7]=1[C:8]1[CH:9]=[C:10]([C:14]([O:16][CH3:17])=[O:15])[S:11][C:12]=1[CH3:13])=[CH2:2]. The catalyst is CO.[Pd]. The product is [CH2:1]([C:3]1[CH:4]=[N:5][N:6]([CH3:18])[C:7]=1[C:8]1[CH:9]=[C:10]([C:14]([O:16][CH3:17])=[O:15])[S:11][C:12]=1[CH3:13])[CH3:2]. The yield is 0.990. (3) The reactants are [CH3:1][Se:2][C:3]1[C:4](=O)[NH:5][C:6](=[O:47])[N:7]([CH:46]=1)[C@@H:8]1[O:38][C@H:12]([CH2:13][O:14][C:15]([C:32]2[CH:37]=[CH:36][CH:35]=[CH:34][CH:33]=2)([C:26]2[CH:31]=[CH:30][CH:29]=[CH:28][CH:27]=2)[C:16]2[CH:21]=[CH:20][C:19]([O:24][CH3:25])([O:22][CH3:23])[CH2:18][CH:17]=2)[C@@:10]([Si:39]([C:42]([CH3:45])([CH3:44])[CH3:43])([CH3:41])[CH3:40])([OH:11])[CH2:9]1.C([N:52](C(C)C)CC)(C)C.C(C1C=CC(S(Cl)(=O)=O)=C(C(C)C)C=1C(C)C)(C)C.[OH-].[NH4+]. The catalyst is C(#N)C.CN(C)C1C=CN=CC=1.C(Cl)Cl.CO.C(OCC)(=O)C.CCCCCC. The product is [CH3:1][Se:2][C:3]1[C:4]([NH2:52])=[N:5][C:6](=[O:47])[N:7]([CH:46]=1)[C@@H:8]1[O:38][C@H:12]([CH2:13][O:14][C:15]([C:26]2[CH:27]=[CH:28][CH:29]=[CH:30][CH:31]=2)([C:32]2[CH:33]=[CH:34][CH:35]=[CH:36][CH:37]=2)[C:16]2[CH:21]=[CH:20][C:19]([O:22][CH3:23])([O:24][CH3:25])[CH2:18][CH:17]=2)[C@@:10]([Si:39]([C:42]([CH3:43])([CH3:45])[CH3:44])([CH3:40])[CH3:41])([OH:11])[CH2:9]1. The yield is 0.640. (4) The reactants are [CH3:1][S:2]([OH:5])(=[O:4])=[O:3].[NH2:6][C:7]1[C:8]([C:15]([N:17]=[C:18]([NH2:41])[NH:19][CH2:20][CH2:21][CH2:22][CH2:23][C:24]2[CH:40]=[CH:39][C:27]([O:28][CH2:29][C:30]([NH:32][CH2:33][CH2:34][CH2:35][N:36]([CH3:38])[CH3:37])=[O:31])=[CH:26][CH:25]=2)=[O:16])=[N:9][C:10]([Cl:14])=[C:11]([NH2:13])[N:12]=1. The catalyst is C(O)C. The product is [CH3:1][S:2]([OH:5])(=[O:4])=[O:3].[CH3:1][S:2]([OH:5])(=[O:4])=[O:3].[NH2:6][C:7]1[C:8]([C:15]([N:17]=[C:18]([NH2:41])[NH:19][CH2:20][CH2:21][CH2:22][CH2:23][C:24]2[CH:40]=[CH:39][C:27]([O:28][CH2:29][C:30]([NH:32][CH2:33][CH2:34][CH2:35][N:36]([CH3:37])[CH3:38])=[O:31])=[CH:26][CH:25]=2)=[O:16])=[N:9][C:10]([Cl:14])=[C:11]([NH2:13])[N:12]=1. The yield is 0.850. (5) The reactants are [CH2:1]([NH:8][CH2:9][CH2:10][NH:11][CH2:12][C:13]1[CH:18]=[CH:17][CH:16]=[CH:15][CH:14]=1)[C:2]1[CH:7]=[CH:6][CH:5]=[CH:4][CH:3]=1.CCN(CC)CC.Br[CH:27]([CH2:33]Br)[C:28]([O:30][CH2:31][CH3:32])=[O:29]. The yield is 0.0500. The product is [CH2:1]([N:8]1[CH2:9][CH2:10][N:11]([CH2:12][C:13]2[CH:18]=[CH:17][CH:16]=[CH:15][CH:14]=2)[CH2:33][CH:27]1[C:28]([O:30][CH2:31][CH3:32])=[O:29])[C:2]1[CH:3]=[CH:4][CH:5]=[CH:6][CH:7]=1. The catalyst is C1(C)C=CC=CC=1. (6) The reactants are [CH3:1][C@@H:2]1[O:7][C:6]2[N:8]=[CH:9][C:10]([NH:12]C(=O)OC(C)(C)C)=[CH:11][C:5]=2[N:4]([S:20]([C:23]2[CH:24]=[C:25]([CH3:29])[CH:26]=[CH:27][CH:28]=2)(=[O:22])=[O:21])[CH2:3]1.FC(F)(F)C(O)=O. The catalyst is ClCCl.C(OCC)(=O)C. The product is [CH3:1][C@@H:2]1[O:7][C:6]2[N:8]=[CH:9][C:10]([NH2:12])=[CH:11][C:5]=2[N:4]([S:20]([C:23]2[CH:24]=[C:25]([CH3:29])[CH:26]=[CH:27][CH:28]=2)(=[O:21])=[O:22])[CH2:3]1. The yield is 1.00.